From a dataset of Forward reaction prediction with 1.9M reactions from USPTO patents (1976-2016). Predict the product of the given reaction. (1) Given the reactants [OH:1][C:2]1[CH:10]=[CH:9][CH:8]=[C:7]2[C:3]=1[CH:4]=[C:5]([C:11]([O:13][CH2:14][CH3:15])=[O:12])[NH:6]2.C(=O)([O-])[O-].[K+].[K+].S(C1C=CC([N+]([O-])=O)=CC=1)(O[CH2:26][C@H:27]1[O:29][CH2:28]1)(=O)=O.O, predict the reaction product. The product is: [CH2:26]([O:1][C:2]1[CH:10]=[CH:9][CH:8]=[C:7]2[C:3]=1[CH:4]=[C:5]([C:11]([O:13][CH2:14][CH3:15])=[O:12])[NH:6]2)[C@H:27]1[O:29][CH2:28]1. (2) Given the reactants C(OC([NH:11][C:12]12[CH2:19][C:16]([C:20]([O:22][CH3:23])=[O:21])([CH2:17][CH2:18]1)[CH2:15][CH2:14][CH2:13]2)=O)C1C=CC=CC=1, predict the reaction product. The product is: [NH2:11][C:12]12[CH2:19][C:16]([C:20]([O:22][CH3:23])=[O:21])([CH2:17][CH2:18]1)[CH2:15][CH2:14][CH2:13]2. (3) Given the reactants [C:1]1(B(O)O)[CH:6]=[CH:5][CH:4]=[CH:3][CH:2]=1.[F-].[K+].Br[C:13]1[C:18]([CH3:19])=[CH:17][CH:16]=[CH:15][C:14]=1[CH3:20], predict the reaction product. The product is: [CH3:20][C:14]1[CH:15]=[CH:16][CH:17]=[C:18]([CH3:19])[C:13]=1[C:1]1[CH:6]=[CH:5][CH:4]=[CH:3][CH:2]=1. (4) Given the reactants [NH2:1][C:2]1[N:10]=[CH:9][CH:8]=[CH:7][C:3]=1[C:4]([OH:6])=O.[Cl:11][C:12]1[CH:25]=[CH:24][C:15]([O:16][C:17]2[S:21][C:20]([CH2:22][NH2:23])=[CH:19][CH:18]=2)=[CH:14][CH:13]=1.F[P-](F)(F)(F)(F)F.N1([P+](N(C)C)(N(C)C)N(C)C)C2C=CC=CC=2N=N1.C(N(CC)CC)C, predict the reaction product. The product is: [NH2:1][C:2]1[N:10]=[CH:9][CH:8]=[CH:7][C:3]=1[C:4]([NH:23][CH2:22][C:20]1[S:21][C:17]([O:16][C:15]2[CH:24]=[CH:25][C:12]([Cl:11])=[CH:13][CH:14]=2)=[CH:18][CH:19]=1)=[O:6]. (5) Given the reactants [Cl:1][C:2]1[CH:3]=[CH:4][C:5]([O:10][CH2:11][C:12]([N:14]2[CH2:19][C@H:18]([CH3:20])[N:17]([CH2:21][C:22]3[CH:27]=[CH:26][C:25]([F:28])=[CH:24][CH:23]=3)[CH2:16][C@H:15]2[CH3:29])=[O:13])=[C:6]([CH:9]=1)[CH:7]=[O:8].[BH4-].[Na+].[OH-].[Na+], predict the reaction product. The product is: [Cl:1][C:2]1[CH:3]=[CH:4][C:5]([O:10][CH2:11][C:12]([N:14]2[CH2:19][C@H:18]([CH3:20])[N:17]([CH2:21][C:22]3[CH:27]=[CH:26][C:25]([F:28])=[CH:24][CH:23]=3)[CH2:16][C@H:15]2[CH3:29])=[O:13])=[C:6]([CH2:7][OH:8])[CH:9]=1.